This data is from Full USPTO retrosynthesis dataset with 1.9M reactions from patents (1976-2016). The task is: Predict the reactants needed to synthesize the given product. (1) The reactants are: [CH:1]([C:3]1[CH:8]=[CH:7][C:6]([O:9][C:10](=[O:12])[CH3:11])=[CH:5][CH:4]=1)=[CH2:2].[CH2:13]([O:15][C:16](=[O:20])[CH:17]=[N+]=[N-])[CH3:14]. Given the product [CH2:13]([O:15][C:16]([C@H:17]1[CH2:2][C@@H:1]1[C:3]1[CH:8]=[CH:7][C:6]([O:9][C:10](=[O:12])[CH3:11])=[CH:5][CH:4]=1)=[O:20])[CH3:14], predict the reactants needed to synthesize it. (2) Given the product [CH:1]1([CH:7]([NH:20][C:21]2[CH:30]=[CH:29][C:24]([C:25]([OH:27])=[O:26])=[CH:23][CH:22]=2)[C:8]2[CH:12]=[C:11]([C:13](=[O:17])[CH:14]([CH3:15])[CH3:16])[S:10][C:9]=2[CH2:18][CH3:19])[CH2:6][CH2:5][CH2:4][CH2:3][CH2:2]1, predict the reactants needed to synthesize it. The reactants are: [CH:1]1([CH:7]([NH:20][C:21]2[CH:30]=[CH:29][C:24]([C:25]([O:27]C)=[O:26])=[CH:23][CH:22]=2)[C:8]2[CH:12]=[C:11]([C:13](=[O:17])[CH:14]([CH3:16])[CH3:15])[S:10][C:9]=2[CH2:18][CH3:19])[CH2:6][CH2:5][CH2:4][CH2:3][CH2:2]1.O1CCCC1.[OH-].[Na+].Cl.